Dataset: Full USPTO retrosynthesis dataset with 1.9M reactions from patents (1976-2016). Task: Predict the reactants needed to synthesize the given product. (1) Given the product [CH:1]1([NH:11][C:12]([CH:14]2[CH2:26][N:24]3[C:25]4[CH:17]([CH:18]([NH:27][C:51](=[O:38])[CH:50]([N:53]([CH3:56])[CH3:54])[CH3:52])[CH2:19][CH2:20][C:21]=4[CH:22]=[CH:23]3)[C:16](=[O:28])[CH2:15]2)=[O:13])[C:10]2[C:5](=[CH:6][CH:7]=[CH:8][CH:9]=2)[CH2:4][CH2:3][CH2:2]1, predict the reactants needed to synthesize it. The reactants are: [CH:1]1([NH:11][C:12]([CH:14]2[CH2:26][N:24]3[C:25]4[CH:17]([CH:18]([NH2:27])[CH2:19][CH2:20][C:21]=4[CH:22]=[CH:23]3)[C:16](=[O:28])[CH2:15]2)=[O:13])[C:10]2[C:5](=[CH:6][CH:7]=[CH:8][CH:9]=2)[CH2:4][CH2:3][CH2:2]1.C1C=CC2N([OH:38])N=NC=2C=1.CCN=C=NCCCN(C)C.[CH:50]([N:53]([CH:56](C)C)[CH2:54]C)([CH3:52])[CH3:51]. (2) Given the product [F:21][C:22]1[CH:23]=[C:24]([CH2:29][C:30]([NH:1][N:2]2[N:11]=[C:10]([C:12]3[CH:17]=[CH:16][C:15]([CH3:18])=[CH:14][C:13]=3[CH3:19])[C:9]3[C:4](=[CH:5][CH:6]=[CH:7][CH:8]=3)[C:3]2=[O:20])=[O:31])[CH:25]=[C:26]([F:28])[CH:27]=1, predict the reactants needed to synthesize it. The reactants are: [NH2:1][N:2]1[N:11]=[C:10]([C:12]2[CH:17]=[CH:16][C:15]([CH3:18])=[CH:14][C:13]=2[CH3:19])[C:9]2[C:4](=[CH:5][CH:6]=[CH:7][CH:8]=2)[C:3]1=[O:20].[F:21][C:22]1[CH:23]=[C:24]([CH2:29][C:30](O)=[O:31])[CH:25]=[C:26]([F:28])[CH:27]=1. (3) Given the product [C:22]([C@@:19]1([CH:24]2[CH2:26][CH2:25]2)[CH2:20][CH2:21][N:17]([C:15]2[CH:14]=[CH:13][N:12]=[C:11]([NH:10][C:6]3[CH:5]=[C:4]([NH:3][C:55](=[O:56])[CH2:54][C:53]([F:59])([F:58])[F:52])[CH:9]=[CH:8][N:7]=3)[CH:16]=2)[C:18]1=[O:27])#[N:23], predict the reactants needed to synthesize it. The reactants are: Cl.Cl.[NH2:3][C:4]1[CH:9]=[CH:8][N:7]=[C:6]([NH:10][C:11]2[CH:16]=[C:15]([N:17]3[CH2:21][CH2:20][C@:19]([CH:24]4[CH2:26][CH2:25]4)([C:22]#[N:23])[C:18]3=[O:27])[CH:14]=[CH:13][N:12]=2)[CH:5]=1.F[P-](F)(F)(F)(F)F.N1(OC(N(C)C)=[N+](C)C)C2N=CC=CC=2N=N1.[F:52][C:53]([F:59])([F:58])[CH2:54][C:55](O)=[O:56].C(=O)([O-])O.[Na+].